This data is from hERG potassium channel inhibition data for cardiac toxicity prediction from Karim et al.. The task is: Regression/Classification. Given a drug SMILES string, predict its toxicity properties. Task type varies by dataset: regression for continuous values (e.g., LD50, hERG inhibition percentage) or binary classification for toxic/non-toxic outcomes (e.g., AMES mutagenicity, cardiotoxicity, hepatotoxicity). Dataset: herg_karim. (1) The compound is Cn1cc([C@@]2(c3noc(CN)n3)N[C@@H](c3nc(-c4ccc(F)cn4)c[nH]3)Cc3c2[nH]c2ccccc32)cn1. The result is 1 (blocker). (2) The drug is C[C@@H]1CCCN1CCc1ccc2nc(-c3cnc(-c4ccccc4)s3)ccc2c1. The result is 1 (blocker). (3) The compound is NC1(C(=O)NC(CCCN2CCCCC2)c2ccc(Cl)cc2)CCN(c2ncnc3[nH]ccc23)CC1. The result is 0 (non-blocker). (4) The compound is c1ccc2c3c([nH]c2c1)C(C1CCOCC1)NC(c1nc(C24CC5CC(CC(C5)C2)C4)c[nH]1)C3. The result is 1 (blocker).